Dataset: Catalyst prediction with 721,799 reactions and 888 catalyst types from USPTO. Task: Predict which catalyst facilitates the given reaction. (1) Reactant: [Cl:1][C:2]1[C:3]([CH3:18])=[N:4][O:5][C:6]=1[NH:7][S:8]([C:11]1[CH:15]=[CH:14][S:13][C:12]=1[CH:16]=O)(=[O:10])=[O:9].ClCCl.B(F)(F)F.CCOCC.[CH2:31]([SH:35])[CH2:32][CH2:33][SH:34]. Product: [Cl:1][C:2]1[C:3]([CH3:18])=[N:4][O:5][C:6]=1[NH:7][S:8]([C:11]1[CH:15]=[CH:14][S:13][C:12]=1[CH:16]1[S:35][CH2:31][CH2:32][CH2:33][S:34]1)(=[O:10])=[O:9]. The catalyst class is: 6. (2) Reactant: [F:1][C:2]([F:14])([F:13])[O:3][C:4]1[CH:12]=[CH:11][C:7]([C:8]([OH:10])=O)=[CH:6][CH:5]=1.CCN(C(C)C)C(C)C.CN(C(ON1N=NC2C=CC=NC1=2)=[N+](C)C)C.F[P-](F)(F)(F)(F)F.[NH2:48][C:49]([CH3:67])([CH2:52][O:53][C:54]1[CH:55]=[C:56]([O:65][CH3:66])[C:57]2[CH2:61][O:60][B:59]([OH:62])[C:58]=2[C:63]=1[Cl:64])[C:50]#[N:51]. Product: [Cl:64][C:63]1[C:58]2[B:59]([OH:62])[O:60][CH2:61][C:57]=2[C:56]([O:65][CH3:66])=[CH:55][C:54]=1[O:53][CH2:52][C:49]([NH:48][C:8](=[O:10])[C:7]1[CH:6]=[CH:5][C:4]([O:3][C:2]([F:1])([F:14])[F:13])=[CH:12][CH:11]=1)([C:50]#[N:51])[CH3:67]. The catalyst class is: 3. (3) The catalyst class is: 2. Reactant: [OH:1][C:2]1[CH:10]=[CH:9][CH:8]=[C:4]([C:5]([OH:7])=[O:6])[C:3]=1[NH2:11].[F:12][C:13]1[CH:21]=[CH:20][C:16]([C:17](Cl)=[O:18])=[CH:15][CH:14]=1.C(Cl)(=O)C(Cl)=O.CN([CH:31]=[O:32])C. Product: [F:12][C:13]1[CH:21]=[CH:20][C:16]([C:17]2[O:1][C:2]3[C:3](=[C:4]([C:5]([OH:7])=[O:6])[CH:8]=[CH:9][CH:10]=3)[N:11]=2)=[CH:15][CH:14]=1.[F:12][C:13]1[CH:21]=[CH:20][C:16]([C:17]2[O:18][C:2]3[C:3](=[C:4]([C:5]([O:32][CH3:31])=[O:6])[CH:8]=[CH:9][CH:10]=3)[N:11]=2)=[CH:15][CH:14]=1. (4) Reactant: [OH:1][CH:2]1[CH2:7][CH2:6][CH:5]([C:8]([O:10][CH2:11][CH3:12])=[O:9])[CH2:4][CH2:3]1.[N:13]1[CH:18]=[CH:17][CH:16]=[CH:15][C:14]=1O.C1(P(C2C=CC=CC=2)C2C=CC=CC=2)C=CC=CC=1.N(C(OCC)=O)=NC(OCC)=O. Product: [N:13]1[CH:18]=[CH:17][CH:16]=[CH:15][C:14]=1[O:1][CH:2]1[CH2:3][CH2:4][CH:5]([C:8]([O:10][CH2:11][CH3:12])=[O:9])[CH2:6][CH2:7]1. The catalyst class is: 7. (5) Reactant: [NH2:1][C:2]([CH2:21][CH2:22][C:23]([O:25][C:26]([CH3:29])([CH3:28])[CH3:27])=[O:24])([CH2:12][CH2:13][C:14]([O:16][C:17]([CH3:20])([CH3:19])[CH3:18])=[O:15])[CH2:3][CH2:4][C:5]([O:7][C:8]([CH3:11])([CH3:10])[CH3:9])=[O:6].C(N(CC)CC)C.[C:37](Cl)(=[O:39])[CH3:38]. Product: [C:26]([O:25][C:23](=[O:24])[CH2:22][CH2:21][C:2]([NH:1][C:37](=[O:39])[CH3:38])([CH2:12][CH2:13][C:14]([O:16][C:17]([CH3:18])([CH3:19])[CH3:20])=[O:15])[CH2:3][CH2:4][C:5]([O:7][C:8]([CH3:11])([CH3:9])[CH3:10])=[O:6])([CH3:29])([CH3:28])[CH3:27]. The catalyst class is: 2. (6) Reactant: [Br:1][C:2]1[CH:14]=[C:13]2[C:5]([C:6]3[CH:7]=[CH:8][C:9]([NH2:23])=[CH:10][C:11]=3[C:12]2([CH2:19][CH2:20][CH2:21][CH3:22])[CH2:15][CH2:16][CH2:17][CH3:18])=[CH:4][CH:3]=1.C(=O)([O-])[O-].[K+].[K+].I[CH2:31][CH2:32][CH2:33][CH2:34][CH2:35]I. Product: [Br:1][C:2]1[CH:14]=[C:13]2[C:5]([C:6]3[CH:7]=[CH:8][C:9]([N:23]4[CH2:35][CH2:34][CH2:33][CH2:32][CH2:31]4)=[CH:10][C:11]=3[C:12]2([CH2:19][CH2:20][CH2:21][CH3:22])[CH2:15][CH2:16][CH2:17][CH3:18])=[CH:4][CH:3]=1. The catalyst class is: 9. (7) Reactant: Cl.[NH2:2][C:3]1([C:7]([O:9][CH2:10][CH3:11])=[O:8])[CH2:6][CH2:5][CH2:4]1.[C:12]([O:16][C:17](O[C:17]([O:16][C:12]([CH3:15])([CH3:14])[CH3:13])=[O:18])=[O:18])([CH3:15])([CH3:14])[CH3:13].C(N(CC)CC)C.O. Product: [CH2:10]([O:9][C:7]([C:3]1([NH:2][C:17]([O:16][C:12]([CH3:15])([CH3:14])[CH3:13])=[O:18])[CH2:6][CH2:5][CH2:4]1)=[O:8])[CH3:11]. The catalyst class is: 369. (8) Reactant: [N+:1]([C:4]1[C:5]([CH2:10][C:11](=O)[C:12]([O:14][CH2:15][CH3:16])=[O:13])=[N:6][CH:7]=[CH:8][CH:9]=1)([O-])=O. Product: [NH:1]1[C:4]2[C:5](=[N:6][CH:7]=[CH:8][CH:9]=2)[CH:10]=[C:11]1[C:12]([O:14][CH2:15][CH3:16])=[O:13]. The catalyst class is: 63.